From a dataset of Full USPTO retrosynthesis dataset with 1.9M reactions from patents (1976-2016). Predict the reactants needed to synthesize the given product. (1) Given the product [CH2:26]([N:30]([S:40]([C:43]1[CH:48]=[CH:47][C:46]([N+:49]([O-:51])=[O:50])=[CH:45][CH:44]=1)(=[O:42])=[O:41])[C@H:31]([C:37]([OH:39])=[O:38])[CH2:32][CH2:33][CH2:34][CH2:35][NH:36][C:7](=[O:9])/[CH:6]=[CH:5]/[C:4]1[CH:10]=[CH:11][CH:12]=[CH:13][C:3]=1[O:2][CH3:1])[CH:27]([CH3:29])[CH3:28], predict the reactants needed to synthesize it. The reactants are: [CH3:1][O:2][C:3]1[CH:13]=[CH:12][CH:11]=[CH:10][C:4]=1/[CH:5]=[CH:6]/[C:7]([OH:9])=O.C(N1C=CN=C1)(N1C=CN=C1)=O.[CH2:26]([N:30]([S:40]([C:43]1[CH:48]=[CH:47][C:46]([N+:49]([O-:51])=[O:50])=[CH:45][CH:44]=1)(=[O:42])=[O:41])[C@H:31]([C:37]([OH:39])=[O:38])[CH2:32][CH2:33][CH2:34][CH2:35][NH2:36])[CH:27]([CH3:29])[CH3:28]. (2) Given the product [CH3:18][S:17][C:13]1[N:12]=[C:11]([C:8]2[CH:9]=[C:10]3[C:2]([NH:1][C:29](=[O:31])[CH3:30])=[N:3][NH:4][C:5]3=[N:6][C:7]=2[C:19]2[CH:24]=[CH:23][CH:22]=[C:21]([C:25]([F:28])([F:27])[F:26])[CH:20]=2)[CH:16]=[CH:15][N:14]=1, predict the reactants needed to synthesize it. The reactants are: [NH2:1][C:2]1[C:10]2[C:5](=[N:6][C:7]([C:19]3[CH:24]=[CH:23][CH:22]=[C:21]([C:25]([F:28])([F:27])[F:26])[CH:20]=3)=[C:8]([C:11]3[CH:16]=[CH:15][N:14]=[C:13]([S:17][CH3:18])[N:12]=3)[CH:9]=2)[NH:4][N:3]=1.[C:29](Cl)(=[O:31])[CH3:30]. (3) Given the product [NH2:23][C@@:22]([C:17]1[CH:16]=[CH:15][C:14]2[C:19](=[CH:20][CH:21]=[C:12]([O:11][C@H:8]3[CH2:9][CH2:10][C@H:5]([C:2]([F:1])([F:4])[CH3:3])[CH2:6][CH2:7]3)[CH:13]=2)[CH:18]=1)([CH3:28])[CH2:26][OH:25], predict the reactants needed to synthesize it. The reactants are: [F:1][C:2]([C@@H:5]1[CH2:10][CH2:9][C@H:8]([O:11][C:12]2[CH:13]=[C:14]3[C:19](=[CH:20][CH:21]=2)[CH:18]=[C:17]([C@:22]2([CH3:28])[CH2:26][O:25]C(=O)[NH:23]2)[CH:16]=[CH:15]3)[CH2:7][CH2:6]1)([F:4])[CH3:3]. (4) Given the product [C:30]([O:34][C:35](=[O:44])[NH:36][CH:37]1[CH2:38][CH2:39][CH:40]([N:8]2[CH2:11][CH:10]([NH:12][C:13](=[O:29])[CH2:14][NH:15][C:16]3[C:20]4[CH:21]=[C:22]([C:25]([F:27])([F:26])[F:28])[CH:23]=[CH:24][C:19]=4[O:18][N:17]=3)[CH2:9]2)[CH2:41][CH2:42]1)([CH3:33])([CH3:31])[CH3:32], predict the reactants needed to synthesize it. The reactants are: OC(C(F)(F)F)=O.[NH:8]1[CH2:11][CH:10]([NH:12][C:13](=[O:29])[CH2:14][NH:15][C:16]2[C:20]3[CH:21]=[C:22]([C:25]([F:28])([F:27])[F:26])[CH:23]=[CH:24][C:19]=3[O:18][N:17]=2)[CH2:9]1.[C:30]([O:34][C:35](=[O:44])[NH:36][CH:37]1[CH2:42][CH2:41][C:40](=O)[CH2:39][CH2:38]1)([CH3:33])([CH3:32])[CH3:31]. (5) Given the product [CH2:28]([O:27][C:6]1[C:5]2[C:10](=[CH:11][CH:12]=[C:3]([C:2]3[NH:1][C:34](=[O:35])[O:33][N:32]=3)[CH:4]=2)[C:9](=[O:13])[N:8]([CH2:14][CH:15]([CH3:16])[CH3:17])[C:7]=1[CH2:18][NH:19][C:20](=[O:26])[O:21][C:22]([CH3:23])([CH3:24])[CH3:25])[CH2:29][CH2:30][CH3:31], predict the reactants needed to synthesize it. The reactants are: [NH2:1][C:2](=[N:32][OH:33])[C:3]1[CH:4]=[C:5]2[C:10](=[CH:11][CH:12]=1)[C:9](=[O:13])[N:8]([CH2:14][CH:15]([CH3:17])[CH3:16])[C:7]([CH2:18][NH:19][C:20](=[O:26])[O:21][C:22]([CH3:25])([CH3:24])[CH3:23])=[C:6]2[O:27][CH2:28][CH2:29][CH2:30][CH3:31].[C:34](N1C=CN=C1)(N1C=CN=C1)=[O:35].O. (6) Given the product [ClH:1].[OH:29][C:24]1[NH:25][C:26]2[C:22]([C:23]=1[C:2]1[CH:3]=[CH:4][C:5]([CH2:9][N:10]3[CH2:15][CH2:14][O:13][CH2:12][CH2:11]3)=[CH:6][N:7]=1)=[CH:21][C:20]([C:18]([NH:17][CH3:16])=[O:19])=[CH:28][CH:27]=2, predict the reactants needed to synthesize it. The reactants are: [Cl:1][C:2]1[N+:7]([O-])=[CH:6][C:5]([CH2:9][N:10]2[CH2:15][CH2:14][O:13][CH2:12][CH2:11]2)=[CH:4][CH:3]=1.[CH3:16][NH:17][C:18]([C:20]1[CH:21]=[C:22]2[C:26](=[CH:27][CH:28]=1)[NH:25][C:24](=[O:29])[CH2:23]2)=[O:19]. (7) Given the product [Cl:1][C:2]1[CH:3]=[CH:4][C:5]([N:16]2[CH:20]=[C:19]([C:21]([F:23])([F:22])[F:24])[N:18]=[N:17]2)=[C:6]([C:8]2[N:9]=[CH:10][N:11]=[C:12]([OH:14])[CH:13]=2)[CH:7]=1, predict the reactants needed to synthesize it. The reactants are: [Cl:1][C:2]1[CH:3]=[CH:4][C:5]([N:16]2[CH:20]=[C:19]([C:21]([F:24])([F:23])[F:22])[N:18]=[N:17]2)=[C:6]([C:8]2[CH:13]=[C:12]([O:14]C)[N:11]=[CH:10][N:9]=2)[CH:7]=1.Br.O.